This data is from Reaction yield outcomes from USPTO patents with 853,638 reactions. The task is: Predict the reaction yield, written as a fraction of the theoretical maximum amount of product (1.0 means a 100% yield; for example, 0.34 means a 34% yield). (1) The reactants are C(N(C(C)C)CC)(C)C.C1(N[S:17]([C:20]([F:23])([F:22])[F:21])(=[O:19])=[O:18])C=CC=CC=1.[CH3:24][O:25][C:26](=[O:41])[C:27]([NH:30][C:31]([C:33]1[C:38]([OH:39])=[CH:37][C:36]([OH:40])=[CH:35][N:34]=1)=[O:32])([CH3:29])[CH3:28]. The catalyst is CO. The product is [CH3:24][O:25][C:26](=[O:41])[C:27]([NH:30][C:31]([C:33]1[C:38]([OH:39])=[CH:37][C:36]([O:40][S:17]([C:20]([F:21])([F:22])[F:23])(=[O:18])=[O:19])=[CH:35][N:34]=1)=[O:32])([CH3:29])[CH3:28]. The yield is 0.360. (2) The reactants are [CH3:1][O:2][C:3]([C:5]1[S:6][C:7]([C:11]2[CH:16]=[CH:15][CH:14]=[CH:13][CH:12]=2)=[CH:8][C:9]=1Br)=[O:4].[CH:17]1([NH2:20])[CH2:19][CH2:18]1.C(=O)([O-])[O-].[Cs+].[Cs+].C1C=CC(P(C2C(C3C(P(C4C=CC=CC=4)C4C=CC=CC=4)=CC=C4C=3C=CC=C4)=C3C(C=CC=C3)=CC=2)C2C=CC=CC=2)=CC=1. The catalyst is C1(C)C=CC=CC=1. The product is [CH3:1][O:2][C:3]([C:5]1[S:6][C:7]([C:11]2[CH:16]=[CH:15][CH:14]=[CH:13][CH:12]=2)=[CH:8][C:9]=1[NH:20][CH:17]1[CH2:19][CH2:18]1)=[O:4]. The yield is 0.220. (3) The reactants are [CH3:1][N:2]1[CH2:7][CH2:6][N:5]([C:8]2[CH:13]=[CH:12][C:11]([NH:14][C:15]3[C:16]4[N:17]([N:29]=[CH:30][N:31]=4)[C:18](C4C=C(C(N)=O)SC=4)=[CH:19][N:20]=3)=[CH:10][CH:9]=2)[CH2:4][CH2:3]1.BrC1N2N=CN=C2C(NC2C=CC(N3CCN(C)CC3)=CC=2)=NC=1.[CH3:56][C:57]1[NH:61][N:60]=[CH:59][C:58]=1B1OC(C)(C)C(C)(C)O1.C([O-])([O-])=O.[Na+].[Na+]. The product is [CH3:56][C:57]1[NH:61][N:60]=[CH:59][C:58]=1[C:18]1[N:17]2[N:29]=[CH:30][N:31]=[C:16]2[C:15]([NH:14][C:11]2[CH:12]=[CH:13][C:8]([N:5]3[CH2:4][CH2:3][N:2]([CH3:1])[CH2:7][CH2:6]3)=[CH:9][CH:10]=2)=[N:20][CH:19]=1. The catalyst is O1CCOCC1.C1C=CC([P]([Pd]([P](C2C=CC=CC=2)(C2C=CC=CC=2)C2C=CC=CC=2)([P](C2C=CC=CC=2)(C2C=CC=CC=2)C2C=CC=CC=2)[P](C2C=CC=CC=2)(C2C=CC=CC=2)C2C=CC=CC=2)(C2C=CC=CC=2)C2C=CC=CC=2)=CC=1. The yield is 0.0700. (4) The reactants are [CH2:1]([O:8][CH2:9][CH2:10][CH:11]1[CH2:20][CH2:19][C:14]2(OCC[O:15]2)[CH2:13][CH2:12]1)[C:2]1[CH:7]=[CH:6][CH:5]=[CH:4][CH:3]=1.O.CC1C=CC(S(O)(=O)=O)=CC=1. The catalyst is CC(C)=O. The product is [CH2:1]([O:8][CH2:9][CH2:10][CH:11]1[CH2:12][CH2:13][C:14](=[O:15])[CH2:19][CH2:20]1)[C:2]1[CH:7]=[CH:6][CH:5]=[CH:4][CH:3]=1. The yield is 0.970. (5) The reactants are Cl.C([O:9][C:10]1[CH:19]=[C:18]2[C:13]([C:14](NC3C=CC(Cl)=CC=3F)=[N:15][CH:16]=[N:17]2)=[CH:12][C:11]=1[O:29][CH3:30])C1C=CC=CC=1. The catalyst is C(O)(C(F)(F)F)=O. The product is [OH:9][C:10]1[CH:19]=[C:18]2[C:13]([CH:14]=[N:15][CH:16]=[N:17]2)=[CH:12][C:11]=1[O:29][CH3:30]. The yield is 0.720.